From a dataset of Reaction yield outcomes from USPTO patents with 853,638 reactions. Predict the reaction yield, written as a fraction of the theoretical maximum amount of product (1.0 means a 100% yield; for example, 0.34 means a 34% yield). (1) The catalyst is CN(C=O)C. The product is [NH2:2][C:1]1[N:20]([C:13]2[C:14]3[C:19](=[CH:18][CH:17]=[CH:16][CH:15]=3)[C:10]([CH:7]3[CH2:9][CH2:8]3)=[CH:11][CH:12]=2)[C:21]([SH:22])=[N:5][N:4]=1. The yield is 0.490. The reactants are [C:1]([NH:4][NH2:5])(N)=[NH:2].Cl.[CH:7]1([C:10]2[C:19]3[C:14](=[CH:15][CH:16]=[CH:17][CH:18]=3)[C:13]([N:20]=[C:21]=[S:22])=[CH:12][CH:11]=2)[CH2:9][CH2:8]1.C(N(C(C)C)CC)(C)C. (2) The reactants are [F:1][C:2]1([F:21])[CH2:5][CH:4]([CH2:6][C@H:7]([NH:13][C:14](=[O:20])[O:15][C:16]([CH3:19])([CH3:18])[CH3:17])[C:8](=[O:12])[C:9]([CH3:11])=[CH2:10])[CH2:3]1.[O-]Cl.[Na+].C(=O)(O)[O-:26].[Na+]. The catalyst is CN(C=O)C. The product is [F:1][C:2]1([F:21])[CH2:3][CH:4]([CH2:6][C@H:7]([NH:13][C:14](=[O:20])[O:15][C:16]([CH3:17])([CH3:19])[CH3:18])[C:8]([C@@:9]2([CH3:11])[CH2:10][O:26]2)=[O:12])[CH2:5]1. The yield is 0.620. (3) The reactants are [I:1][C:2]1[CH:10]=[CH:9][C:5]([C:6]([OH:8])=[O:7])=[C:4]([Br:11])[CH:3]=1.S(=O)(=O)(O)O.[CH2:17](O)[CH3:18]. No catalyst specified. The product is [Br:11][C:4]1[CH:3]=[C:2]([I:1])[CH:10]=[CH:9][C:5]=1[C:6]([O:8][CH2:17][CH3:18])=[O:7]. The yield is 0.920. (4) The reactants are C(OC(=O)C(OC1C=CC(OCCC2N=C(C3C=CC=CC=3)OC=2C)=CC=1CBr)(C)C)C.C1C(O)=CC=CC=1C.C(=O)([O-])[O-].[K+].[K+].C([O:49][C:50](=[O:85])[C:51]([CH3:84])([O:53][C:54]1[CH:59]=[CH:58][C:57]([O:60][CH2:61][CH2:62][C:63]2[N:64]=[C:65]([C:69]3[CH:74]=[CH:73][CH:72]=[CH:71][CH:70]=3)[O:66][C:67]=2[CH3:68])=[CH:56][C:55]=1[CH2:75][O:76][C:77]1[CH:78]=[C:79]([CH3:83])[CH:80]=[CH:81][CH:82]=1)[CH3:52])C.[OH-].[Na+]. The catalyst is C(O)C. The product is [CH3:84][C:51]([O:53][C:54]1[CH:59]=[CH:58][C:57]([O:60][CH2:61][CH2:62][C:63]2[N:64]=[C:65]([C:69]3[CH:70]=[CH:71][CH:72]=[CH:73][CH:74]=3)[O:66][C:67]=2[CH3:68])=[CH:56][C:55]=1[CH2:75][O:76][C:77]1[CH:78]=[C:79]([CH3:83])[CH:80]=[CH:81][CH:82]=1)([CH3:52])[C:50]([OH:85])=[O:49]. The yield is 0.380.